This data is from Forward reaction prediction with 1.9M reactions from USPTO patents (1976-2016). The task is: Predict the product of the given reaction. (1) Given the reactants [CH2:1]([O:3][C:4]([C:6]1[S:10][C:9](Br)=[N:8][C:7]=1[CH:12]([CH3:14])[CH3:13])=[O:5])[CH3:2].[CH3:15][C:16]1[CH:17]=[C:18]([OH:31])[CH:19]=[CH:20][C:21]=1B1OC(C)(C)C(C)(C)O1.C([O-])([O-])=O.[K+].[K+], predict the reaction product. The product is: [CH2:1]([O:3][C:4]([C:6]1[S:10][C:9]([C:21]2[CH:20]=[CH:19][C:18]([OH:31])=[CH:17][C:16]=2[CH3:15])=[N:8][C:7]=1[CH:12]([CH3:14])[CH3:13])=[O:5])[CH3:2]. (2) Given the reactants [NH2:1][C:2]1[N:3]=[N:4][N:5]([CH3:7])[N:6]=1.[F:8][C:9]([F:23])([F:22])[C:10]1[CH:11]=[C:12]([CH:15]=[C:16]([C:18]([F:21])([F:20])[F:19])[CH:17]=1)[CH:13]=O, predict the reaction product. The product is: [CH3:7][N:5]1[N:4]=[N:3][C:2]([N:1]=[CH:13][C:12]2[CH:15]=[C:16]([C:18]([F:20])([F:21])[F:19])[CH:17]=[C:10]([C:9]([F:8])([F:22])[F:23])[CH:11]=2)=[N:6]1. (3) Given the reactants [CH2:1]([C@H:5]1[N:10]([CH2:11][C:12]([F:15])([F:14])[F:13])[C:9]2[CH:16]=[CH:17][C:18]([N+:20]([O-])=O)=[CH:19][C:8]=2[O:7][CH2:6]1)[CH:2]([CH3:4])[CH3:3], predict the reaction product. The product is: [NH2:20][C:18]1[CH:17]=[CH:16][C:9]2[N:10]([CH2:11][C:12]([F:15])([F:14])[F:13])[C@H:5]([CH2:1][CH:2]([CH3:4])[CH3:3])[CH2:6][O:7][C:8]=2[CH:19]=1. (4) Given the reactants [O:1]=[C:2]([CH3:7])/[CH:3]=[CH:4]/[CH:5]=[O:6].[CH3:8][O:9][C:10]1[CH:15]=[CH:14][C:13]([S:16]([N:19]=[CH:20]/[CH:21]=[CH:22]/[CH2:23][CH2:24][CH3:25])(=[O:18])=[O:17])=[CH:12][CH:11]=1, predict the reaction product. The product is: [CH3:8][O:9][C:10]1[CH:11]=[CH:12][C:13]([S:16]([N:19]2[CH:20]=[CH:21][C@H:22]([CH2:23][CH2:24][CH3:25])[C@H:4]([CH2:3][C:2](=[O:1])[CH3:7])[C:5]2=[O:6])(=[O:18])=[O:17])=[CH:14][CH:15]=1. (5) Given the reactants N#N.[C:3]([O:7][C:8]([NH:10][CH:11]([C:15]([C:18]1[CH:23]=[CH:22][C:21]([O:24][CH3:25])=[CH:20][CH:19]=1)([CH3:17])[CH3:16])[C:12]([OH:14])=O)=[O:9])([CH3:6])([CH3:5])[CH3:4].CCN(C(C)C)C(C)C.CN(C(ON1N=NC2C=CC=NC1=2)=[N+](C)C)C.F[P-](F)(F)(F)(F)F.[C:59]1([NH2:66])[CH:64]=[CH:63][CH:62]=[CH:61][C:60]=1[NH2:65], predict the reaction product. The product is: [NH2:65][C:60]1[CH:61]=[CH:62][CH:63]=[CH:64][C:59]=1[NH:66][C:12](=[O:14])[CH:11]([NH:10][C:8](=[O:9])[O:7][C:3]([CH3:6])([CH3:5])[CH3:4])[C:15]([C:18]1[CH:23]=[CH:22][C:21]([O:24][CH3:25])=[CH:20][CH:19]=1)([CH3:16])[CH3:17]. (6) Given the reactants Br[CH2:2][C:3](Br)=[O:4].[CH2:6]([NH:8][CH2:9][CH3:10])[CH3:7].[NH2:11][C:12]1[CH:17]=[CH:16][CH:15]=[CH:14][CH:13]=1.[C:18]([C:22]1[CH:27]=[CH:26][C:25]([S:28](Cl)(=[O:30])=[O:29])=[CH:24][CH:23]=1)([CH3:21])([CH3:20])[CH3:19], predict the reaction product. The product is: [C:18]([C:22]1[CH:27]=[CH:26][C:25]([S:28]([N:11]([C:12]2[CH:17]=[CH:16][CH:15]=[CH:14][CH:13]=2)[CH2:2][C:3]([N:8]([CH2:9][CH3:10])[CH2:6][CH3:7])=[O:4])(=[O:30])=[O:29])=[CH:24][CH:23]=1)([CH3:21])([CH3:19])[CH3:20]. (7) Given the reactants [F:1][CH2:2][CH2:3]O.[F:5][C:6]1[C:13]([OH:14])=[CH:12][CH:11]=[C:10]([F:15])[C:7]=1[CH:8]=[O:9].C(N(CC)C(C)C)(C)C.O(S(C(F)(F)F)(=O)=O)S(C(F)(F)F)(=O)=O, predict the reaction product. The product is: [F:5][C:6]1[C:13]([O:14][CH2:3][CH2:2][F:1])=[CH:12][CH:11]=[C:10]([F:15])[C:7]=1[CH:8]=[O:9]. (8) Given the reactants [Br:1][C:2]1[CH:3]=[CH:4][C:5]([N+:27]([O-])=O)=[C:6]([CH:8]([C:19]2[CH:24]=[CH:23][N:22]=[C:21]([S:25][CH3:26])[N:20]=2)[C:9]([C:11]2[CH:18]=[CH:17][C:14]([C:15]#[N:16])=[CH:13][CH:12]=2)=O)[CH:7]=1, predict the reaction product. The product is: [Br:1][C:2]1[CH:7]=[C:6]2[C:5](=[CH:4][CH:3]=1)[NH:27][C:9]([C:11]1[CH:18]=[CH:17][C:14]([C:15]#[N:16])=[CH:13][CH:12]=1)=[C:8]2[C:19]1[CH:24]=[CH:23][N:22]=[C:21]([S:25][CH3:26])[N:20]=1.